This data is from Drug-target binding data from BindingDB using Ki measurements. The task is: Regression. Given a target protein amino acid sequence and a drug SMILES string, predict the binding affinity score between them. We predict pKi (pKi = -log10(Ki in M); higher means stronger inhibition). Dataset: bindingdb_ki. The drug is CC[C@H](C)[C@H](N)C(=O)N[C@H]1CCC(=O)NC[C@@H](C(=O)N[C@@H](Cc2ccc(O)cc2)C(=O)N[C@@H](CCCNC(=N)N)C(=O)N[C@@H](CC(C)C)C(=O)N[C@@H](CCCNC(=N)N)C(=O)N[C@@H](Cc2ccc(O)cc2)C(N)=O)NC(=O)[C@@H]2CCCN2C(=O)[C@H](NC(=O)[C@@H](N)[C@@H](C)CC)CCC(=O)NC[C@H](C(=O)N[C@@H](Cc2ccc(O)cc2)C(=O)N[C@@H](CCCNC(=N)N)C(=O)N[C@@H](CC(C)C)C(=O)N[C@@H](CCCNC(=N)N)C(=O)N[C@@H](Cc2ccc(O)cc2)C(N)=O)NC(=O)[C@@H]2CCCN2C1=O. The target protein (P21555) has sequence MNSTLFSRVENYSVHYNVSENSPFLAFENDDCHLPLAVIFTLALAYGAVIILGVSGNLALIIIILKQKEMRNVTNILIVNLSFSDLLVAVMCLPFTFVYTLMDHWVFGETMCKLNPFVQCVSITVSIFSLVLIAVERHQLIINPRGWRPNNRHAYIGITVIWVLAVASSLPFVIYQILTDEPFQNVSLAAFKDKYVCFDKFPSDSHRLSYTTLLLVLQYFGPLCFIFICYFKIYIRLKRRNNMMDKIRDSKYRSSETKRINVMLLSIVVAFAVCWLPLTIFNTVFDWNHQIIATCNHNLLFLLCHLTAMISTCVNPIFYGFLNKNFQRDLQFFFNFCDFRSRDDDYETIAMSTMHTDVSKTSLKQASPVAFKKISMNDNEKI. The pKi is 7.9.